This data is from Catalyst prediction with 721,799 reactions and 888 catalyst types from USPTO. The task is: Predict which catalyst facilitates the given reaction. (1) The catalyst class is: 7. Reactant: N1([C:6](N2C=CN=C2)=[O:7])C=CN=C1.N1C=CN=C1.[NH2:18][C:19]1[CH:27]=[C:26]2[C:22]([C:23]([CH3:30])([CH3:29])[C:24](=[O:28])[NH:25]2)=[CH:21][CH:20]=1.CO[C:33](=[O:49])[C:34]([CH3:48])([NH:36][CH2:37][C:38]1[C:47]2[C:42](=[CH:43][CH:44]=[CH:45][CH:46]=2)[N:41]=[CH:40][CH:39]=1)[CH3:35]. Product: [CH3:29][C:23]1([CH3:30])[C:22]2[C:26](=[CH:27][C:19]([N:18]3[C:33](=[O:49])[C:34]([CH3:35])([CH3:48])[N:36]([CH2:37][C:38]4[C:47]5[C:42](=[CH:43][CH:44]=[CH:45][CH:46]=5)[N:41]=[CH:40][CH:39]=4)[C:6]3=[O:7])=[CH:20][CH:21]=2)[NH:25][C:24]1=[O:28]. (2) Reactant: [Cl:1][C:2]1[C:10]2[N:9]=[C:8]3[N:11]([C:15]4[CH:20]=[CH:19][C:18]([Cl:21])=[CH:17][C:16]=4[Cl:22])[CH2:12][CH2:13][CH2:14][N:7]3[C:6]=2[C:5]([CH:23]([CH2:28][CH3:29])[CH2:24][C:25]([NH2:27])=O)=[CH:4][CH:3]=1.C(N(CC)CC)C.FC(F)(F)C(OC(=O)C(F)(F)F)=O. Product: [Cl:1][C:2]1[C:10]2[N:9]=[C:8]3[N:11]([C:15]4[CH:20]=[CH:19][C:18]([Cl:21])=[CH:17][C:16]=4[Cl:22])[CH2:12][CH2:13][CH2:14][N:7]3[C:6]=2[C:5]([CH:23]([CH2:28][CH3:29])[CH2:24][C:25]#[N:27])=[CH:4][CH:3]=1. The catalyst class is: 54. (3) Reactant: [Cl:1][C:2]1[CH:3]=[C:4]([N:9]2[C:13](=[O:14])[O:12][N:11]=[C:10]2[C:15]2[C:19]([CH2:20][O:21][Si](C(C)C)(C(C)C)C(C)C)=[N:18][O:17][N:16]=2)[CH:5]=[CH:6][C:7]=1[F:8].Cl. Product: [Cl:1][C:2]1[CH:3]=[C:4]([N:9]2[C:13](=[O:14])[O:12][N:11]=[C:10]2[C:15]2[C:19]([CH2:20][OH:21])=[N:18][O:17][N:16]=2)[CH:5]=[CH:6][C:7]=1[F:8]. The catalyst class is: 5. (4) Product: [NH2:1][C:2]1[N:3]=[C:4]([NH:24][CH2:23][C:22]2[CH:25]=[CH:26][C:19]([NH2:18])=[CH:20][CH:21]=2)[C:5]([C:13]#[N:14])=[C:6]([C:8]2[O:9][CH:10]=[CH:11][CH:12]=2)[N:7]=1. The catalyst class is: 57. Reactant: [NH2:1][C:2]1[N:7]=[C:6]([C:8]2[O:9][CH:10]=[CH:11][CH:12]=2)[C:5]([C:13]#[N:14])=[C:4](S(C)=O)[N:3]=1.[NH2:18][C:19]1[CH:26]=[CH:25][C:22]([CH2:23][NH2:24])=[CH:21][CH:20]=1. (5) Reactant: [Si]([O:8][CH2:9][C@@H:10]1[C@@H:14]([O:15][Si:16]([CH:23]([CH3:25])[CH3:24])([CH:20]([CH3:22])[CH3:21])[CH:17]([CH3:19])[CH3:18])[CH2:13][C@H:12]([NH:26][C:27]2[C:32]([C:33]([C:35]3[S:36][CH:37]=[C:38]([CH2:40][C:41]4[O:42][C:43]([CH3:46])=[CH:44][CH:45]=4)[CH:39]=3)=[O:34])=[CH:31][N:30]=[CH:29][N:28]=2)[CH2:11]1)(C(C)(C)C)(C)C.C([O-])(O)=O.[Na+]. Product: [OH:8][CH2:9][C@@H:10]1[C@@H:14]([O:15][Si:16]([CH:20]([CH3:21])[CH3:22])([CH:17]([CH3:19])[CH3:18])[CH:23]([CH3:25])[CH3:24])[CH2:13][C@H:12]([NH:26][C:27]2[C:32]([C:33]([C:35]3[S:36][CH:37]=[C:38]([CH2:40][C:41]4[O:42][C:43]([CH3:46])=[CH:44][CH:45]=4)[CH:39]=3)=[O:34])=[CH:31][N:30]=[CH:29][N:28]=2)[CH2:11]1. The catalyst class is: 422. (6) Reactant: CCC(O[C@@H]([O:10][P@@:11]([CH2:23][C:24]([N:26]1[C@H:30]([C:31]([O-:33])=[O:32])[CH2:29][C@@H:28]([CH:34]2[CH2:39][CH2:38][CH2:37][CH2:36][CH2:35]2)[CH2:27]1)=[O:25])([CH2:13][CH2:14][CH2:15][CH2:16][C:17]1[CH:18]=[CH:19][CH:20]=[CH:21][CH:22]=1)=[O:12])C(C)C)=O.[Na+].[Cs+].C1([C@H]2CN[C@H](C([O-])=O)C2)CCCCC1.[OH-].[Na+].Cl. Product: [OH:12][P:11]([CH2:23][C:24]([N:26]1[CH2:27][C@H:28]([CH:34]2[CH2:39][CH2:38][CH2:37][CH2:36][CH2:35]2)[CH2:29][C@H:30]1[C:31]([OH:33])=[O:32])=[O:25])([CH2:13][CH2:14][CH2:15][CH2:16][C:17]1[CH:18]=[CH:19][CH:20]=[CH:21][CH:22]=1)=[O:10]. The catalyst class is: 69. (7) Reactant: [F:1][C:2]1[CH:3]=[C:4]([N+:8]([O-:10])=[O:9])[CH:5]=[CH:6][CH:7]=1.[Cl:11]N1C(=O)CCC1=O.C[Si]([N-][Si](C)(C)C)(C)C.[Na+]. Product: [Cl:11][C:3]1[C:2]([F:1])=[CH:7][CH:6]=[CH:5][C:4]=1[N+:8]([O-:10])=[O:9]. The catalyst class is: 1.